This data is from Peptide-MHC class I binding affinity with 185,985 pairs from IEDB/IMGT. The task is: Regression. Given a peptide amino acid sequence and an MHC pseudo amino acid sequence, predict their binding affinity value. This is MHC class I binding data. (1) The peptide sequence is LLLSFTSFR. The MHC is HLA-A31:01 with pseudo-sequence HLA-A31:01. The binding affinity (normalized) is 0.898. (2) The peptide sequence is DFRNRYEDY. The MHC is HLA-A11:01 with pseudo-sequence HLA-A11:01. The binding affinity (normalized) is 0.170.